Predict the reactants needed to synthesize the given product. From a dataset of Full USPTO retrosynthesis dataset with 1.9M reactions from patents (1976-2016). (1) Given the product [C:1]([N:5]1[C:6]2[CH:11]=[CH:10][C:9]([C:12]([F:14])([F:15])[F:13])=[CH:8][C:7]=2[N:16]=[C:4]1[C:1]1[CH:3]=[CH:23][N:20]=[CH:19][CH:2]=1)([CH3:4])([CH3:2])[CH3:3], predict the reactants needed to synthesize it. The reactants are: [C:1]([NH:5][C:6]1[C:7]([NH2:16])=[CH:8][C:9]([C:12]([F:15])([F:14])[F:13])=[CH:10][CH:11]=1)([CH3:4])([CH3:3])[CH3:2].[OH-].[Na+].[CH3:19][N:20]([CH3:23])C=O. (2) Given the product [C:17]([O:21][C:22]([N:24]1[CH2:29][CH2:28][CH:27]([N:30]([C:14]([C:12]2[N:13]=[C:9]([C:6]3[CH:5]=[CH:4][C:3]([C:1]#[N:2])=[CH:8][CH:7]=3)[O:10][CH:11]=2)=[O:16])[CH:31]2[CH2:32][CH2:33]2)[CH2:26][CH2:25]1)=[O:23])([CH3:20])([CH3:18])[CH3:19], predict the reactants needed to synthesize it. The reactants are: [C:1]([C:3]1[CH:8]=[CH:7][C:6]([C:9]2[O:10][CH:11]=[C:12]([C:14]([OH:16])=O)[N:13]=2)=[CH:5][CH:4]=1)#[N:2].[C:17]([O:21][C:22]([N:24]1[CH2:29][CH2:28][CH:27]([NH:30][CH:31]2[CH2:33][CH2:32]2)[CH2:26][CH2:25]1)=[O:23])([CH3:20])([CH3:19])[CH3:18]. (3) The reactants are: C(OC(=O)[NH:7][CH:8]1[CH2:13][CH2:12][N:11]([C:14]2[CH:15]=[C:16]([F:27])[C:17]3[C:21]([NH2:22])=[C:20]([C:23](=[O:25])[NH2:24])[S:19][C:18]=3[CH:26]=2)[CH2:10][CH2:9]1)(C)(C)C.Cl. Given the product [NH2:22][C:21]1[C:17]2[C:16]([F:27])=[CH:15][C:14]([N:11]3[CH2:10][CH2:9][CH:8]([NH2:7])[CH2:13][CH2:12]3)=[CH:26][C:18]=2[S:19][C:20]=1[C:23]([NH2:24])=[O:25], predict the reactants needed to synthesize it. (4) Given the product [O:1]1[CH2:2][CH2:3][N:4]([CH2:7][C:8]2[CH:9]=[CH:10][C:11]([O:12][CH2:13][CH2:14][CH2:15][CH2:16][CH2:17][CH2:18][NH2:19])=[CH:30][CH:31]=2)[CH2:5][CH2:6]1, predict the reactants needed to synthesize it. The reactants are: [O:1]1[CH2:6][CH2:5][N:4]([CH2:7][C:8]2[CH:31]=[CH:30][C:11]([O:12][CH2:13][CH2:14][CH2:15][CH2:16][CH2:17][CH2:18][N:19]3C(=O)C4=CC=CC=C4C3=O)=[CH:10][CH:9]=2)[CH2:3][CH2:2]1.O.NN. (5) The reactants are: [CH3:1][C:2]1[CH:6]=[C:5]([N+:7]([O-:9])=[O:8])[NH:4][N:3]=1.S(Cl)([Cl:13])(=O)=O. Given the product [Cl:13][C:6]1[C:2]([CH3:1])=[N:3][NH:4][C:5]=1[N+:7]([O-:9])=[O:8], predict the reactants needed to synthesize it. (6) Given the product [CH2:1]([C:8]1[CH:9]=[C:10]([OH:15])[C:11]([I:16])=[N:12][C:13]=1[Cl:14])[C:2]1[CH:3]=[CH:4][CH:5]=[CH:6][CH:7]=1, predict the reactants needed to synthesize it. The reactants are: [CH2:1]([C:8]1[CH:9]=[C:10]([OH:15])[CH:11]=[N:12][C:13]=1[Cl:14])[C:2]1[CH:7]=[CH:6][CH:5]=[CH:4][CH:3]=1.[I:16]I. (7) Given the product [N:2]([N:9]1[CH2:8][CH2:7][CH2:6][CH2:11][CH:10]1[C:12]([OH:14])=[O:13])=[O:4], predict the reactants needed to synthesize it. The reactants are: Cl.[N:2]([O-:4])=O.[Na+].[CH2:6]1[CH2:11][CH:10]([C:12]([OH:14])=[O:13])[NH:9][CH2:8][CH2:7]1.